Dataset: NCI-60 drug combinations with 297,098 pairs across 59 cell lines. Task: Regression. Given two drug SMILES strings and cell line genomic features, predict the synergy score measuring deviation from expected non-interaction effect. (1) Drug 1: CC1=C2C(C(=O)C3(C(CC4C(C3C(C(C2(C)C)(CC1OC(=O)C(C(C5=CC=CC=C5)NC(=O)OC(C)(C)C)O)O)OC(=O)C6=CC=CC=C6)(CO4)OC(=O)C)OC)C)OC. Drug 2: CCC1(CC2CC(C3=C(CCN(C2)C1)C4=CC=CC=C4N3)(C5=C(C=C6C(=C5)C78CCN9C7C(C=CC9)(C(C(C8N6C=O)(C(=O)OC)O)OC(=O)C)CC)OC)C(=O)OC)O.OS(=O)(=O)O. Cell line: MALME-3M. Synergy scores: CSS=34.2, Synergy_ZIP=-4.53, Synergy_Bliss=-3.93, Synergy_Loewe=-2.68, Synergy_HSA=-1.79. (2) Drug 1: CCC1(CC2CC(C3=C(CCN(C2)C1)C4=CC=CC=C4N3)(C5=C(C=C6C(=C5)C78CCN9C7C(C=CC9)(C(C(C8N6C)(C(=O)OC)O)OC(=O)C)CC)OC)C(=O)OC)O.OS(=O)(=O)O. Drug 2: CN(CCCl)CCCl.Cl. Cell line: NCI-H322M. Synergy scores: CSS=-3.42, Synergy_ZIP=-2.75, Synergy_Bliss=-8.14, Synergy_Loewe=-8.13, Synergy_HSA=-8.09.